Dataset: Forward reaction prediction with 1.9M reactions from USPTO patents (1976-2016). Task: Predict the product of the given reaction. (1) Given the reactants [C:1]([O:4][C:5]([CH3:8])([CH3:7])[CH3:6])(=[O:3])[CH3:2].[Li+].C[Si]([N-][Si](C)(C)C)(C)C.[C:19]1([CH:25]([C:31]2[CH:36]=[CH:35][CH:34]=[CH:33][CH:32]=2)[N:26]2[CH2:29][C:28](=[O:30])[CH2:27]2)[CH:24]=[CH:23][CH:22]=[CH:21][CH:20]=1.[Cl-].[NH4+], predict the reaction product. The product is: [C:31]1([CH:25]([C:19]2[CH:20]=[CH:21][CH:22]=[CH:23][CH:24]=2)[N:26]2[CH2:29][C:28]([CH2:2][C:1]([O:4][C:5]([CH3:8])([CH3:7])[CH3:6])=[O:3])([OH:30])[CH2:27]2)[CH:32]=[CH:33][CH:34]=[CH:35][CH:36]=1. (2) Given the reactants [CH:1]1[C:14]2[CH:13]=[C:12](B(O)O)[C:11]3[C:6](=[CH:7][CH:8]=[CH:9][CH:10]=3)[C:5]=2[CH:4]=[CH:3][CH:2]=1.[Br:18][C:19]1[CH:28]=[CH:27][C:26]2[C:21](=[CH:22][CH:23]=[C:24](Br)[CH:25]=2)[CH:20]=1.C(COC)OC.C(=O)([O-])[O-].[Na+].[Na+], predict the reaction product. The product is: [Br:18][C:19]1[CH:20]=[C:21]2[C:26](=[CH:27][CH:28]=1)[CH:25]=[C:24]([C:12]1[C:11]3[C:6]([C:5]4[CH:4]=[CH:3][CH:2]=[CH:1][C:14]=4[CH:13]=1)=[CH:7][CH:8]=[CH:9][CH:10]=3)[CH:23]=[CH:22]2. (3) Given the reactants [C:1]([C:3]1[CH:4]=[C:5]([C:13]2[S:17][C:16]([C:18]3[CH:26]=[CH:25][CH:24]=[C:23]4[C:19]=3[CH2:20][CH2:21][C@@H:22]4[NH:27][S:28]([CH2:31][C:32]([O:34]CC)=[O:33])(=[O:30])=[O:29])=[N:15][N:14]=2)[CH:6]=[CH:7][C:8]=1[O:9][CH:10]([CH3:12])[CH3:11])#[N:2].[OH-].[Na+], predict the reaction product. The product is: [C:1]([C:3]1[CH:4]=[C:5]([C:13]2[S:17][C:16]([C:18]3[CH:26]=[CH:25][CH:24]=[C:23]4[C:19]=3[CH2:20][CH2:21][C@@H:22]4[NH:27][S:28]([CH2:31][C:32]([OH:34])=[O:33])(=[O:29])=[O:30])=[N:15][N:14]=2)[CH:6]=[CH:7][C:8]=1[O:9][CH:10]([CH3:12])[CH3:11])#[N:2]. (4) Given the reactants C1(C(C2C=CC=CC=2)[N:8]2[CH2:11][CH:10]([N:12]3[CH2:16][CH2:15][CH2:14][CH2:13]3)[CH2:9]2)C=CC=CC=1.[ClH:23], predict the reaction product. The product is: [ClH:23].[ClH:23].[NH:8]1[CH2:11][CH:10]([N:12]2[CH2:16][CH2:15][CH2:14][CH2:13]2)[CH2:9]1.